This data is from Reaction yield outcomes from USPTO patents with 853,638 reactions. The task is: Predict the reaction yield, written as a fraction of the theoretical maximum amount of product (1.0 means a 100% yield; for example, 0.34 means a 34% yield). The reactants are C([C:3]1[CH:11]=[CH:10][C:6]([C:7]([OH:9])=O)=[CH:5][CH:4]=1)#N.[NH2:12][CH2:13][CH2:14][CH:15]([C:23]1[CH:32]=[CH:31][C:26]([C:27]([NH:29][CH3:30])=[O:28])=[CH:25][CH:24]=1)[C:16]1[CH:21]=[CH:20][C:19]([F:22])=[CH:18][CH:17]=1.C1C=CC2N(O)N=[N:39][C:37]=2C=1.C(Cl)CCl.C(N(C(C)C)CC)(C)C. The catalyst is CN(C=O)C.O. The product is [F:22][C:19]1[CH:18]=[CH:17][C:16]([CH:15]([C:23]2[CH:32]=[CH:31][C:26]([C:27](=[O:28])[NH:29][CH3:30])=[CH:25][CH:24]=2)[CH2:14][CH2:13][NH:12][C:7](=[O:9])[C:6]2[C:5]([C:37]#[N:39])=[CH:4][CH:3]=[CH:11][CH:10]=2)=[CH:21][CH:20]=1. The yield is 0.634.